This data is from Catalyst prediction with 721,799 reactions and 888 catalyst types from USPTO. The task is: Predict which catalyst facilitates the given reaction. (1) Reactant: [CH2:1]([C@H:8]([C@@H:11]([CH2:15][CH2:16][CH2:17][CH3:18])[C@@H:12]([OH:14])[CH3:13])[CH2:9][OH:10])[C:2]1[CH:7]=[CH:6][CH:5]=[CH:4][CH:3]=1.CCN(CC)CC.Cl[Si:27]([CH3:30])([CH3:29])[CH3:28]. Product: [CH2:1]([C@@H:8]([CH2:9][O:10][Si:27]([CH3:30])([CH3:29])[CH3:28])[C@@H:11]([CH2:15][CH2:16][CH2:17][CH3:18])[C@H:12]([CH3:13])[O:14][Si:27]([CH3:30])([CH3:29])[CH3:28])[C:2]1[CH:7]=[CH:6][CH:5]=[CH:4][CH:3]=1. The catalyst class is: 635. (2) Reactant: [C:1]([C:3]1[CH:9]=[CH:8][C:6]([NH2:7])=[C:5]([N+:10]([O-:12])=[O:11])[CH:4]=1)#[N:2].Br[C:14]1[CH:19]=[CH:18][CH:17]=[CH:16][N:15]=1.C(=O)([O-])[O-].[K+].[K+]. Product: [C:1]([C:3]1[CH:9]=[CH:8][C:6]([NH:7][C:14]2[CH:19]=[CH:18][CH:17]=[CH:16][N:15]=2)=[C:5]([N+:10]([O-:12])=[O:11])[CH:4]=1)#[N:2]. The catalyst class is: 641. (3) Reactant: [CH3:1][O:2][CH2:3][C@H:4]([NH:7][C:8]([C:10]1[C:18]2[C:13](=[N:14][CH:15]=[C:16]([C:19]3[C:27]4[C:22](=[CH:23][C:24]([Cl:28])=[CH:25][CH:26]=4)[N:21]([CH3:29])[N:20]=3)[N:17]=2)[N:12](COCC[Si](C)(C)C)[CH:11]=1)=[O:9])[CH2:5][CH3:6].C(O)(C(F)(F)F)=O.C(N)CN. Product: [CH3:1][O:2][CH2:3][C@H:4]([NH:7][C:8]([C:10]1[C:18]2[C:13](=[N:14][CH:15]=[C:16]([C:19]3[C:27]4[C:22](=[CH:23][C:24]([Cl:28])=[CH:25][CH:26]=4)[N:21]([CH3:29])[N:20]=3)[N:17]=2)[NH:12][CH:11]=1)=[O:9])[CH2:5][CH3:6]. The catalyst class is: 4. (4) Reactant: [C:1]1([CH2:7][CH2:8][O:9][CH2:10][CH2:11][CH2:12][N:13]2[CH2:18][CH2:17][C:16](=[O:19])[CH2:15][CH2:14]2)[CH:6]=[CH:5][CH:4]=[CH:3][CH:2]=1.[I-].[CH3:21][S+](C)(C)=O.[H-].[Na+]. Product: [C:1]1([CH2:7][CH2:8][O:9][CH2:10][CH2:11][CH2:12][N:13]2[CH2:18][CH2:17][C:16]3([O:19][CH2:21]3)[CH2:15][CH2:14]2)[CH:6]=[CH:5][CH:4]=[CH:3][CH:2]=1. The catalyst class is: 16. (5) Reactant: C[O:2][C:3](=[O:32])[CH2:4][C:5]1[CH:10]=[CH:9][C:8]([Cl:11])=[C:7]([O:12][CH2:13][CH2:14][N:15]2[CH:20]([CH3:21])[CH2:19][N:18]([C:22]3[CH:27]=[CH:26][CH:25]=[CH:24][CH:23]=3)[CH2:17][C:16]2([C:29](=[O:31])[NH2:30])[CH3:28])[CH:6]=1.[OH-].[Na+].Cl. Product: [Cl:11][C:8]1[CH:9]=[CH:10][C:5]([CH2:4][C:3]([OH:32])=[O:2])=[CH:6][C:7]=1[O:12][CH2:13][CH2:14][N:15]1[CH:20]([CH3:21])[CH2:19][N:18]([C:22]2[CH:27]=[CH:26][CH:25]=[CH:24][CH:23]=2)[CH2:17][C:16]1([C:29](=[O:31])[NH2:30])[CH3:28]. The catalyst class is: 7. (6) Reactant: [CH3:1][O:2][CH2:3][C:4]1[CH:10]=[C:9](/[N:11]=N/C2C=CC=CC=2COC)[CH:8]=[CH:7][C:5]=1[NH2:6].O. Product: [CH3:1][O:2][CH2:3][C:4]1[CH:10]=[C:9]([NH2:11])[CH:8]=[CH:7][C:5]=1[NH2:6]. The catalyst class is: 19.